Dataset: Forward reaction prediction with 1.9M reactions from USPTO patents (1976-2016). Task: Predict the product of the given reaction. (1) Given the reactants C([O:3][C:4]([C:6]1[N:7]([CH2:21][C:22]2[CH:27]=[CH:26][C:25]([NH2:28])=[CH:24][CH:23]=2)[C:8]2[C:13]([C:14]=1[C:15]1[CH:20]=[CH:19][CH:18]=[CH:17][CH:16]=1)=[CH:12][CH:11]=[CH:10][CH:9]=2)=[O:5])C.[CH2:29]([CH2:33][C:34](=O)[CH3:35])[C:30]([CH3:32])=O.O.[OH-].[Li+], predict the reaction product. The product is: [CH3:35][C:34]1[N:28]([C:25]2[CH:24]=[CH:23][C:22]([CH2:21][N:7]3[C:20]4[C:15](=[CH:16][CH:17]=[CH:18][CH:19]=4)[C:14]([C:13]4[CH:12]=[CH:11][CH:10]=[CH:9][CH:8]=4)=[C:6]3[C:4]([OH:3])=[O:5])=[CH:27][CH:26]=2)[C:30]([CH3:32])=[CH:29][CH:33]=1. (2) Given the reactants CS(O[CH:6]([CH:18]1[CH2:20][CH2:19]1)[CH2:7][CH2:8][C:9]1[CH:14]=[CH:13][CH:12]=[CH:11][C:10]=1[N+:15]([O-:17])=[O:16])(=O)=O.C([O-])(C)(C)C.[K+].O, predict the reaction product. The product is: [N+:15]([C:10]1[CH:11]=[CH:12][CH:13]=[CH:14][C:9]=1[CH:8]1[CH2:7][CH:6]1[CH:18]1[CH2:20][CH2:19]1)([O-:17])=[O:16].